From a dataset of Reaction yield outcomes from USPTO patents with 853,638 reactions. Predict the reaction yield, written as a fraction of the theoretical maximum amount of product (1.0 means a 100% yield; for example, 0.34 means a 34% yield). The reactants are [Si]([O:8][CH2:9][C:10]1([CH3:37])[S:16][CH2:15][CH2:14][N:13]2[C:17]([C:20]3([C:23]4[CH:28]=[CH:27][C:26]([C:29]5[CH:30]=[CH:31][C:32](=[O:36])[N:33]([CH3:35])[CH:34]=5)=[CH:25][CH:24]=4)[CH2:22][CH2:21]3)=[N:18][N:19]=[C:12]2[CH2:11]1)(C(C)(C)C)(C)C.Cl. The catalyst is CO. The product is [OH:8][CH2:9][C:10]1([CH3:37])[S:16][CH2:15][CH2:14][N:13]2[C:17]([C:20]3([C:23]4[CH:28]=[CH:27][C:26]([C:29]5[CH:30]=[CH:31][C:32](=[O:36])[N:33]([CH3:35])[CH:34]=5)=[CH:25][CH:24]=4)[CH2:21][CH2:22]3)=[N:18][N:19]=[C:12]2[CH2:11]1. The yield is 0.970.